From a dataset of Catalyst prediction with 721,799 reactions and 888 catalyst types from USPTO. Predict which catalyst facilitates the given reaction. (1) Reactant: [OH:1][CH:2]([CH2:16][C:17]1[CH:22]=[CH:21][CH:20]=[CH:19][CH:18]=1)[CH2:3]/[CH:4]=[CH:5]/[C:6]1[CH:15]=[CH:14][CH:13]=[CH:12][C:7]=1[C:8]([O:10][CH3:11])=[O:9]. Product: [OH:1][CH:2]([CH2:16][C:17]1[CH:22]=[CH:21][CH:20]=[CH:19][CH:18]=1)[CH2:3][CH2:4][CH2:5][C:6]1[CH:15]=[CH:14][CH:13]=[CH:12][C:7]=1[C:8]([O:10][CH3:11])=[O:9]. The catalyst class is: 19. (2) Reactant: [O:1]=[C:2]1[C:7]([C:8]([NH:10][NH2:11])=O)=[CH:6][C:5]([C:12]2[CH:17]=[CH:16][N:15]=[CH:14][CH:13]=2)=[N:4][NH:3]1.[C:18]([NH2:21])(=S)[CH3:19].C(N(CC)CC)C.N1C=CC=CC=1. Product: [CH3:19][C:18]1[NH:21][C:8]([C:7]2[C:2](=[O:1])[NH:3][N:4]=[C:5]([C:12]3[CH:17]=[CH:16][N:15]=[CH:14][CH:13]=3)[CH:6]=2)=[N:10][N:11]=1. The catalyst class is: 51. (3) Reactant: I[C:2]1[N:3]([S:24]([C:27]2[CH:32]=[CH:31][CH:30]=[CH:29][CH:28]=2)(=[O:26])=[O:25])[C:4]2[C:9]([CH:10]=1)=[C:8]([N:11]1[CH2:16][CH2:15][N:14]([C:17]([O:19][C:20]([CH3:23])([CH3:22])[CH3:21])=[O:18])[CH2:13][CH2:12]1)[CH:7]=[CH:6][CH:5]=2.[C:33]1(B(O)O)[CH:38]=[CH:37][CH:36]=[CH:35][CH:34]=1.C([O-])([O-])=O.[K+].[K+]. Product: [C:33]1([C:2]2[N:3]([S:24]([C:27]3[CH:32]=[CH:31][CH:30]=[CH:29][CH:28]=3)(=[O:25])=[O:26])[C:4]3[C:9]([CH:10]=2)=[C:8]([N:11]2[CH2:12][CH2:13][N:14]([C:17]([O:19][C:20]([CH3:22])([CH3:21])[CH3:23])=[O:18])[CH2:15][CH2:16]2)[CH:7]=[CH:6][CH:5]=3)[CH:38]=[CH:37][CH:36]=[CH:35][CH:34]=1. The catalyst class is: 564. (4) Reactant: [Cl:1][C:2]1[C:3]2[CH2:4][C:5]3[CH2:9][N:8]([C@@H:10]([CH2:14][CH:15]4[CH2:20]CCC[CH2:16]4)[C:11](O)=[O:12])[C:7](=[O:21])[C:6]=3[O:22][C:23]=2[CH:24]=[CH:25][CH:26]=1.C(Cl)(=O)C(Cl)=O.[Cl:33][C:34]1[CH:35]=[CH:36][C:37]([NH2:40])=[N:38][CH:39]=1. Product: [Cl:33][C:34]1[CH:35]=[CH:36][C:37]([NH:40][C:11](=[O:12])[C@@H:10]([N:8]2[CH2:9][C:5]3[CH2:4][C:3]4[C:2]([Cl:1])=[CH:26][CH:25]=[CH:24][C:23]=4[O:22][C:6]=3[C:7]2=[O:21])[CH2:14][CH:15]([CH3:16])[CH3:20])=[N:38][CH:39]=1. The catalyst class is: 34. (5) The catalyst class is: 14. Reactant: Cl[C:2]1[C:7]([S:8]([C:11]([F:26])([F:25])[CH:12]2[CH2:17][CH2:16][N:15]([C:18]([O:20][C:21]([CH3:24])([CH3:23])[CH3:22])=[O:19])[CH2:14][CH2:13]2)(=[O:10])=[O:9])=[CH:6][CH:5]=[CH:4][N:3]=1.[NH3:27]. Product: [NH2:27][C:2]1[C:7]([S:8]([C:11]([F:26])([F:25])[CH:12]2[CH2:17][CH2:16][N:15]([C:18]([O:20][C:21]([CH3:24])([CH3:23])[CH3:22])=[O:19])[CH2:14][CH2:13]2)(=[O:10])=[O:9])=[CH:6][CH:5]=[CH:4][N:3]=1. (6) Reactant: [C:1]([N:9]([CH2:24][CH2:25][CH:26]([C:33]1[CH:38]=[CH:37][CH:36]=[CH:35][CH:34]=1)[C:27]1[CH:32]=[CH:31][CH:30]=[CH:29][CH:28]=1)[CH2:10][CH2:11][NH:12][C:13]([C:15]1[C:16]2[CH2:17][CH2:18][NH:19][C:20]=2[CH:21]=[CH:22][CH:23]=1)=[O:14])(=[O:8])[C:2]1[CH:7]=[CH:6][CH:5]=[CH:4][CH:3]=1.C(N=P1(N(CC)CC)N(C)CCCN1C)(C)(C)C.Br[CH2:58][C:59]([O:61][CH2:62][CH3:63])=[O:60]. Product: [C:1]([N:9]([CH2:24][CH2:25][CH:26]([C:27]1[CH:32]=[CH:31][CH:30]=[CH:29][CH:28]=1)[C:33]1[CH:34]=[CH:35][CH:36]=[CH:37][CH:38]=1)[CH2:10][CH2:11][NH:12][C:13]([C:15]1[CH:23]=[CH:22][CH:21]=[C:20]2[C:16]=1[CH2:17][CH2:18][N:19]2[CH2:58][C:59]([O:61][CH2:62][CH3:63])=[O:60])=[O:14])(=[O:8])[C:2]1[CH:3]=[CH:4][CH:5]=[CH:6][CH:7]=1. The catalyst class is: 31. (7) Reactant: [CH:1]([C@:4]1([C:17]([N:19]2[CH2:24][CH2:23][N:22]([C:25]3[CH:30]=[CH:29][CH:28]=[C:27]([C:31]([F:34])([F:33])[F:32])[CH:26]=3)[CH2:21][CH2:20]2)=[O:18])[CH2:8][CH2:7][C@@H:6]([NH:9]C(=O)OC(C)(C)C)[CH2:5]1)([CH3:3])[CH3:2].[F:35][C:36]([F:41])([F:40])[C:37]([OH:39])=[O:38]. Product: [F:35][C:36]([F:41])([F:40])[C:37]([OH:39])=[O:38].[F:35][C:36]([F:41])([F:40])[C:37]([OH:39])=[O:38].[CH:1]([C@:4]1([C:17]([N:19]2[CH2:24][CH2:23][N:22]([C:25]3[CH:30]=[CH:29][CH:28]=[C:27]([C:31]([F:33])([F:34])[F:32])[CH:26]=3)[CH2:21][CH2:20]2)=[O:18])[CH2:8][CH2:7][C@@H:6]([NH2:9])[CH2:5]1)([CH3:3])[CH3:2]. The catalyst class is: 2.